This data is from Retrosynthesis with 50K atom-mapped reactions and 10 reaction types from USPTO. The task is: Predict the reactants needed to synthesize the given product. (1) Given the product CC(Oc1cc(C(=O)Nc2ccn(C)n2)cc2c1CC(C)(C)O2)c1ccccn1, predict the reactants needed to synthesize it. The reactants are: CC(O)c1ccccn1.Cn1ccc(NC(=O)c2cc(O)c3c(c2)OC(C)(C)C3)n1. (2) Given the product CC(=O)CSCC1C(O)N(Cc2ccccc2)C(=O)N1Cc1ccccc1, predict the reactants needed to synthesize it. The reactants are: CC(=O)CCl.O=C1N(Cc2ccccc2)C(O)C(CS)N1Cc1ccccc1. (3) The reactants are: C=CCc1cc(Oc2ccccc2)ccc1O. Given the product CCCc1cc(Oc2ccccc2)ccc1O, predict the reactants needed to synthesize it. (4) Given the product COC(=O)CCC(=O)c1c(C)[nH]c2ccccc12, predict the reactants needed to synthesize it. The reactants are: COC(=O)CCC(=O)Cl.Cc1cc2ccccc2[nH]1. (5) Given the product CC1(C)OC(=O)Nc2ccc(OCCCCSc3ccccc3)cc21, predict the reactants needed to synthesize it. The reactants are: BrCCCCSc1ccccc1.CC1(C)OC(=O)Nc2ccc(O)cc21.